Dataset: Forward reaction prediction with 1.9M reactions from USPTO patents (1976-2016). Task: Predict the product of the given reaction. (1) Given the reactants [NH2:1][C:2]1[C:3](Br)=[N:4][CH:5]=[CH:6][CH:7]=1.C(O[C:12]([S-:14])=[S:13])C.[K+].CN(C)C=O.Cl, predict the reaction product. The product is: [N:1]1[C:2]2[C:3](=[N:4][CH:5]=[CH:6][CH:7]=2)[S:13][C:12]=1[SH:14]. (2) The product is: [OH:1][C:2]1[CH:3]=[CH:4][C:5]([C:8]([C:11]2[CH:12]=[CH:13][C:14]([OH:17])=[CH:15][CH:16]=2)([CH3:10])[CH3:9])=[CH:6][CH:7]=1.[CH2:19]1[O:20][CH2:18]1.[C:25]([OH:27])(=[O:26])[C:24]1[CH:23]=[CH:22][C:30]([C:36]([OH:38])=[O:37])=[CH:29][CH:28]=1. Given the reactants [OH:1][C:2]1[CH:7]=[CH:6][C:5]([C:8]([C:11]2[CH:16]=[CH:15][C:14]([OH:17])=[CH:13][CH:12]=2)([CH3:10])[CH3:9])=[CH:4][CH:3]=1.[CH2:18]1[O:20][CH2:19]1.C(O)(=O)[C:22]1[CH:30]=[CH:29][CH:28]=[C:24]([C:25]([OH:27])=[O:26])[CH:23]=1.C(OCCCC)(=O)C1C(=CC=CC=1)[C:36]([O:38]CCCC)=[O:37].[N-]=C=O.NC(OCC)=O, predict the reaction product.